Dataset: Reaction yield outcomes from USPTO patents with 853,638 reactions. Task: Predict the reaction yield, written as a fraction of the theoretical maximum amount of product (1.0 means a 100% yield; for example, 0.34 means a 34% yield). (1) The reactants are [NH2:1][CH:2]([C:7]1[CH:12]=[CH:11][C:10]([O:13][CH3:14])=[C:9]([O:15][CH3:16])[CH:8]=1)[CH2:3][C:4]([OH:6])=[O:5].[CH3:17][C:18]([O:21][C:22](O[C:22]([O:21][C:18]([CH3:20])([CH3:19])[CH3:17])=[O:23])=[O:23])([CH3:20])[CH3:19]. The catalyst is [OH-].[Na+]. The product is [C:18]([O:21][C:22]([NH:1][CH:2]([C:7]1[CH:12]=[CH:11][C:10]([O:13][CH3:14])=[C:9]([O:15][CH3:16])[CH:8]=1)[CH2:3][C:4]([OH:6])=[O:5])=[O:23])([CH3:20])([CH3:19])[CH3:17]. The yield is 0.970. (2) The reactants are [N:1]1[CH:6]=[CH:5][CH:4]=[CH:3][C:2]=1[CH2:7][NH:8][C:9](=[O:15])[O:10][C:11]([CH3:14])([CH3:13])[CH3:12].ClC1C=CC=C(C(OO)=[O:24])C=1. The catalyst is C(OCC)(=O)C. The product is [N:1]1[CH:6]=[CH:5][CH:4]=[CH:3][C:2]=1[CH2:7][NH+:8]([O-:24])[C:9](=[O:15])[O:10][C:11]([CH3:12])([CH3:14])[CH3:13]. The yield is 0.900. (3) The reactants are [Cl:1][C:2]1[N:3]=[C:4](Cl)[C:5]2[CH2:10][CH2:9][CH:8]([C:11]3[CH:16]=[CH:15][CH:14]=[CH:13][CH:12]=3)[C:6]=2[N:7]=1.[CH3:18][NH:19][CH2:20][CH3:21]. The catalyst is CO. The product is [Cl:1][C:2]1[N:3]=[C:4]([N:19]([CH2:20][CH3:21])[CH3:18])[C:5]2[CH2:10][CH2:9][CH:8]([C:11]3[CH:16]=[CH:15][CH:14]=[CH:13][CH:12]=3)[C:6]=2[N:7]=1. The yield is 1.00. (4) The yield is 0.910. No catalyst specified. The reactants are [CH:1]1([N:13]2[CH2:28][CH2:27][C:16]3([N:20]([C:21]4[CH:26]=[CH:25][CH:24]=[CH:23][CH:22]=4)[CH2:19][CH2:18][CH2:17]3)[CH2:15][CH2:14]2)[C:11]2=[C:12]3[C:7](=[CH:8][CH:9]=[CH:10]2)[CH:6]=[CH:5][CH:4]=[C:3]3[CH2:2]1.C(OCC)C.CO.[ClH:36]. The product is [ClH:36].[CH:1]1([N:13]2[CH2:28][CH2:27][C:16]3([N:20]([C:21]4[CH:26]=[CH:25][CH:24]=[CH:23][CH:22]=4)[CH2:19][CH2:18][CH2:17]3)[CH2:15][CH2:14]2)[C:11]2=[C:12]3[C:7](=[CH:8][CH:9]=[CH:10]2)[CH:6]=[CH:5][CH:4]=[C:3]3[CH2:2]1. (5) The reactants are [Cl:1][C:2]1[CH:3]=[C:4]2[O:8][C:7]([C:9]3[S:10][CH:11]=[CH:12][C:13]=3[Cl:14])=[N:6][C:5]2=[C:15]([C:17]([OH:19])=O)[CH:16]=1.Cl.Cl.[NH2:22][CH:23]1[CH2:30][CH:29]2[N:31]([CH3:32])[CH:25]([CH2:26][CH2:27][CH2:28]2)[CH2:24]1.Cl.C(N=C=NCCCN(C)C)C.ON1C2C=CC=CC=2N=N1.C(N(CC)CC)C. The catalyst is CN(C=O)C.ClCCl. The product is [CH3:32][N:31]1[CH:25]2[CH2:26][CH2:27][CH2:28][CH:29]1[CH2:30][CH:23]([NH:22][C:17]([C:15]1[CH:16]=[C:2]([Cl:1])[CH:3]=[C:4]3[O:8][C:7]([C:9]4[S:10][CH:11]=[CH:12][C:13]=4[Cl:14])=[N:6][C:5]=13)=[O:19])[CH2:24]2. The yield is 0.370. (6) The reactants are [CH3:1][C:2]1[N:7]=[C:6]2[S:8][C:9]3[CH2:14][CH2:13][CH2:12][CH2:11][C:10]=3[C:5]2=[C:4]([C:15]2[CH:20]=[CH:19][C:18]([CH3:21])=[CH:17][CH:16]=2)[C:3]=1[CH:22]([CH2:27][CH2:28][CH3:29])[C:23]([O:25]C)=[O:24].[OH-].[Na+]. The catalyst is CO.C(O)C. The product is [CH3:1][C:2]1[N:7]=[C:6]2[S:8][C:9]3[CH2:14][CH2:13][CH2:12][CH2:11][C:10]=3[C:5]2=[C:4]([C:15]2[CH:16]=[CH:17][C:18]([CH3:21])=[CH:19][CH:20]=2)[C:3]=1[CH:22]([CH2:27][CH2:28][CH3:29])[C:23]([OH:25])=[O:24]. The yield is 0.560. (7) The reactants are Br[C:2]1[CH:7]=[CH:6][C:5]([O:8][CH3:9])=[CH:4][C:3]=1[O:10][CH2:11][O:12][CH3:13].[Li]CCCC.[I:19]I. The catalyst is C1COCC1. The product is [I:19][C:2]1[CH:7]=[CH:6][C:5]([O:8][CH3:9])=[CH:4][C:3]=1[O:10][CH2:11][O:12][CH3:13]. The yield is 0.840. (8) The reactants are [Cl:1][C:2]1[CH:7]=[CH:6][C:5]([C:8]2[O:12][N:11]=[CH:10][C:9]=2[CH2:13][CH2:14][C:15](OC)=[O:16])=[CH:4][C:3]=1[F:19].[H-].C([Al+]CC(C)C)C(C)C.Cl. The catalyst is O1CCCC1. The product is [Cl:1][C:2]1[CH:7]=[CH:6][C:5]([C:8]2[O:12][N:11]=[CH:10][C:9]=2[CH2:13][CH2:14][CH2:15][OH:16])=[CH:4][C:3]=1[F:19]. The yield is 0.940.